Dataset: Catalyst prediction with 721,799 reactions and 888 catalyst types from USPTO. Task: Predict which catalyst facilitates the given reaction. (1) Reactant: [Cl:1][C:2]1[N:7]=[CH:6][C:5]([CH2:8][N:9]2[C:13]([CH3:14])=[C:12]([C:15]3[CH:20]=[CH:19][C:18]([C:21]#[N:22])=[CH:17][CH:16]=3)[C:11]([C:23]#[N:24])=[C:10]2[CH:25]=[O:26])=[CH:4][C:3]=1[CH2:27][OH:28].[Si:29](Cl)([C:32]([CH3:35])([CH3:34])[CH3:33])([CH3:31])[CH3:30].N1C=CN=C1.CN(C=O)C. Product: [Si:29]([O:28][CH2:27][C:3]1[CH:4]=[C:5]([CH2:8][N:9]2[C:13]([CH3:14])=[C:12]([C:15]3[CH:16]=[CH:17][C:18]([C:21]#[N:22])=[CH:19][CH:20]=3)[C:11]([C:23]#[N:24])=[C:10]2[CH:25]=[O:26])[CH:6]=[N:7][C:2]=1[Cl:1])([C:32]([CH3:35])([CH3:34])[CH3:33])([CH3:31])[CH3:30]. The catalyst class is: 6. (2) Reactant: C(O[C:5](=[O:7])[CH3:6])(=O)C.Cl.[NH2:9][CH2:10][C:11]1[CH:12]=[C:13]([B:17]([OH:19])[OH:18])[CH:14]=[CH:15][CH:16]=1.CCN(C(C)C)C(C)C. Product: [C:5]([NH:9][CH2:10][C:11]1[CH:12]=[C:13]([B:17]([OH:19])[OH:18])[CH:14]=[CH:15][CH:16]=1)(=[O:7])[CH3:6]. The catalyst class is: 2. (3) Reactant: Cl[C:2]1[C:3]2[N:10]([CH3:11])[C:9]([Cl:12])=[CH:8][C:4]=2[N:5]=[CH:6][N:7]=1.[CH3:13][C:14]1[CH:15]=[C:16]([CH:18]=[CH:19][C:20]=1[O:21][C:22]1[CH:23]=[N:24][C:25]([CH3:28])=[CH:26][CH:27]=1)[NH2:17]. Product: [Cl:12][C:9]1[N:10]([CH3:11])[C:3]2[C:2]([NH:17][C:16]3[CH:18]=[CH:19][C:20]([O:21][C:22]4[CH:23]=[N:24][C:25]([CH3:28])=[CH:26][CH:27]=4)=[C:14]([CH3:13])[CH:15]=3)=[N:7][CH:6]=[N:5][C:4]=2[CH:8]=1. The catalyst class is: 32. (4) Reactant: C1(P(C2C=CC=CC=2)C2C=CC=CC=2)C=CC=CC=1.[Br:20][C:21]1[C:22](=O)[C:23]2[C:31](=[CH:32][CH:33]=1)[C:30]1[C:25](=[CH:26][C:27]([Br:34])=[CH:28][CH:29]=1)[CH:24]=2.[C:36](Br)(Br)([Br:38])[Br:37]. Product: [Br:20][C:21]1[CH:33]=[CH:32][C:31]2[C:30]3[C:25](=[CH:26][C:27]([Br:34])=[CH:28][CH:29]=3)[C:24](=[C:36]([Br:38])[Br:37])[C:23]=2[CH:22]=1. The catalyst class is: 7. (5) Reactant: [C:1]([O:5][C:6](=[O:23])[CH2:7]/[N:8]=[CH:9]/[CH2:10][C:11]([CH3:22])([CH3:21])[CH2:12][O:13][Si:14]([C:17]([CH3:20])([CH3:19])[CH3:18])([CH3:16])[CH3:15])([CH3:4])([CH3:3])[CH3:2].[Cl:24][C:25]1[C:26]([F:43])=[C:27](/[CH:31]=[C:32](/[C:35]2[CH:40]=[CH:39][C:38]([Cl:41])=[CH:37][C:36]=2[F:42])\[C:33]#[N:34])[CH:28]=[CH:29][CH:30]=1.C(N(CC)CC)C. Product: [C:1]([O:5][C:6]([CH:7]1[CH:31]([C:27]2[CH:28]=[CH:29][CH:30]=[C:25]([Cl:24])[C:26]=2[F:43])[C:32]([C:35]2[CH:40]=[CH:39][C:38]([Cl:41])=[CH:37][C:36]=2[F:42])([C:33]#[N:34])[CH:9]([CH2:10][C:11]([CH3:22])([CH3:21])[CH2:12][O:13][Si:14]([C:17]([CH3:20])([CH3:19])[CH3:18])([CH3:16])[CH3:15])[NH:8]1)=[O:23])([CH3:3])([CH3:2])[CH3:4]. The catalyst class is: 4. (6) Reactant: [OH:1][N:2]1[C:10]2[C:5](=[CH:6][CH:7]=[CH:8][CH:9]=2)[CH2:4][C:3]1=[O:11].N1C=CN=C1.[Si:17](Cl)([C:20]([CH3:23])([CH3:22])[CH3:21])([CH3:19])[CH3:18]. Product: [Si:17]([O:1][N:2]1[C:10]2[C:5](=[CH:6][CH:7]=[CH:8][CH:9]=2)[CH2:4][C:3]1=[O:11])([C:20]([CH3:23])([CH3:22])[CH3:21])([CH3:19])[CH3:18]. The catalyst class is: 2. (7) Reactant: [Br:1][C:2]1[CH:9]=[C:8]([F:10])[C:5]([C:6]#[N:7])=[C:4](F)[CH:3]=1.[CH2:12]([O:19][C@H:20]1[CH2:24][CH2:23][CH2:22][C@@H:21]1[NH2:25])[C:13]1[CH:18]=[CH:17][CH:16]=[CH:15][CH:14]=1.CCN(C(C)C)C(C)C.[NH4+].[Cl-]. Product: [CH2:12]([O:19][C@H:20]1[CH2:24][CH2:23][CH2:22][C@@H:21]1[NH:25][C:4]1[CH:3]=[C:2]([Br:1])[CH:9]=[C:8]([F:10])[C:5]=1[C:6]#[N:7])[C:13]1[CH:18]=[CH:17][CH:16]=[CH:15][CH:14]=1. The catalyst class is: 16. (8) Reactant: C(OC(=O)[NH:7][CH:8]1[CH2:13][CH2:12][CH2:11][CH:10]([OH:14])[CH2:9]1)(C)(C)C.[C:16](O)(C(F)(F)F)=O. The catalyst class is: 2. Product: [NH2:7][CH:8]1[CH2:13][CH2:12][CH2:11][C:10]([CH3:16])([OH:14])[CH2:9]1. (9) Reactant: [CH2:1]([O:33][CH:34]1[C@H:38]2[C@H:39](O)[N:40](C(OCC=C)=O)[C:41]3[CH:48]=[CH:47][C:46]([O:49][CH3:50])=[CH:45][C:42]=3[C:43](=[O:44])[N:37]2[CH2:36]/[C:35]/1=[CH:58]/[CH3:59])[CH2:2][CH2:3][CH2:4][CH2:5][O:6][CH:7]1[C@H:11]2[C@H:12](O)[N:13](C(OCC=C)=O)[C:14]3[CH:21]=[CH:20][C:19]([O:22][CH3:23])=[CH:18][C:15]=3[C:16](=[O:17])[N:10]2[CH2:9]/[C:8]/1=[CH:31]/[CH3:32].C1(P(C2C=CC=CC=2)C2C=CC=CC=2)C=CC=CC=1.N1CCCC1.C(Cl)(Cl)Cl.CO. Product: [CH2:1]([O:33][CH:34]1[C@@H:38]2[CH:39]=[N:40][C:41]3[CH:48]=[CH:47][C:46]([O:49][CH3:50])=[CH:45][C:42]=3[C:43](=[O:44])[N:37]2[CH2:36]/[C:35]/1=[CH:58]/[CH3:59])[CH2:2][CH2:3][CH2:4][CH2:5][O:6][CH:7]1[C@@H:11]2[CH:12]=[N:13][C:14]3[CH:21]=[CH:20][C:19]([O:22][CH3:23])=[CH:18][C:15]=3[C:16](=[O:17])[N:10]2[CH2:9]/[C:8]/1=[CH:31]/[CH3:32]. The catalyst class is: 532. (10) Reactant: [NH2:1][C:2]1[C:3](=[O:12])[O:4][C:5]2[C:10]([CH:11]=1)=[CH:9][CH:8]=[CH:7][CH:6]=2.N([O-])=O.[Na+].[N-:17]=[N+:18]=[N-].[Na+]. Product: [N:1]([C:2]1[C:3](=[O:12])[O:4][C:5]2[C:10]([CH:11]=1)=[CH:9][CH:8]=[CH:7][CH:6]=2)=[N+:17]=[N-:18]. The catalyst class is: 33.